From a dataset of Forward reaction prediction with 1.9M reactions from USPTO patents (1976-2016). Predict the product of the given reaction. (1) Given the reactants [CH:1]([C:3]1[S:11][C:10]2[C:9](=[O:12])[C:8]([C:13]([O:15][CH2:16][CH3:17])=[O:14])=[CH:7][NH:6][C:5]=2[C:4]=1[CH3:18])=[O:2].[C:19](=O)([O-])[O-].[K+].[K+].CI, predict the reaction product. The product is: [CH:1]([C:3]1[S:11][C:10]2[C:9](=[O:12])[C:8]([C:13]([O:15][CH2:16][CH3:17])=[O:14])=[CH:7][N:6]([CH3:19])[C:5]=2[C:4]=1[CH3:18])=[O:2]. (2) Given the reactants [C:1]([C:4]1[C:8]([NH:9][C:10]([NH2:12])=[O:11])=[CH:7][N:6]([C:13]2[CH:18]=[CH:17][C:16]([S:19][CH:20]3[CH2:24][CH2:23][CH2:22][CH2:21]3)=[CH:15][CH:14]=2)[N:5]=1)(=[O:3])[NH2:2].C(O)(=[O:27])C.OO, predict the reaction product. The product is: [C:1]([C:4]1[C:8]([NH:9][C:10]([NH2:12])=[O:11])=[CH:7][N:6]([C:13]2[CH:18]=[CH:17][C:16]([S:19]([CH:20]3[CH2:24][CH2:23][CH2:22][CH2:21]3)=[O:27])=[CH:15][CH:14]=2)[N:5]=1)(=[O:3])[NH2:2]. (3) Given the reactants [H-].[K+].[Cl:3][C:4]1[C:5]([Cl:25])=[CH:6][C:7]2[C:8]3[CH2:17][CH2:16][N:15]([C:18]([O:20][C:21]([CH3:24])([CH3:23])[CH3:22])=[O:19])[CH2:14][CH2:13][C:9]=3[NH:10][C:11]=2[CH:12]=1.Br[CH2:27][CH2:28][CH2:29][C:30]1[CH:35]=[CH:34][CH:33]=[CH:32][CH:31]=1, predict the reaction product. The product is: [Cl:3][C:4]1[C:5]([Cl:25])=[CH:6][C:7]2[C:8]3[CH2:17][CH2:16][N:15]([C:18]([O:20][C:21]([CH3:22])([CH3:24])[CH3:23])=[O:19])[CH2:14][CH2:13][C:9]=3[N:10]([CH2:27][CH2:28][CH2:29][C:30]3[CH:35]=[CH:34][CH:33]=[CH:32][CH:31]=3)[C:11]=2[CH:12]=1. (4) Given the reactants C1(P(C2C=CC=CC=2)C2C=CC=CC=2)C=CC=CC=1.CC(OC(/N=N/C(OC(C)C)=O)=O)C.[Cl:34][C:35]1[CH:40]=[CH:39][C:38]([OH:41])=[CH:37][CH:36]=1.O[CH2:43][C:44]1[CH:45]=[C:46]([CH:59]=[CH:60][CH:61]=1)[CH2:47][C:48]12[CH:58]=[CH:57][CH:56]=[CH:55][CH:49]1[C:50]([NH:52][C:53]2=[O:54])=[O:51], predict the reaction product. The product is: [Cl:34][C:35]1[CH:40]=[CH:39][C:38]([O:41][CH2:43][C:44]2[CH:45]=[C:46]([CH:59]=[CH:60][CH:61]=2)[CH2:47][C:48]23[CH:58]=[CH:57][CH:56]=[CH:55][CH:49]2[C:50]([NH:52][C:53]3=[O:54])=[O:51])=[CH:37][CH:36]=1. (5) Given the reactants [CH3:1][C:2]1[O:3][N:4]=[C:5]2[C:10]=1[C:9]([C:11]1[CH:16]=[CH:15][CH:14]=[CH:13][CH:12]=1)=[N:8][NH:7][C:6]2=[O:17].[H-].[Na+].Cl.Cl[CH2:22][C:23]1[CH:28]=[CH:27][N:26]=[CH:25][CH:24]=1, predict the reaction product. The product is: [CH3:1][C:2]1[O:3][N:4]=[C:5]2[C:10]=1[C:9]([C:11]1[CH:16]=[CH:15][CH:14]=[CH:13][CH:12]=1)=[N:8][N:7]([CH2:22][C:23]1[CH:28]=[CH:27][N:26]=[CH:25][CH:24]=1)[C:6]2=[O:17]. (6) Given the reactants [F:1][C:2]([F:24])([F:23])[C:3]1[CH:8]=[CH:7][C:6]([C:9]2[C:13]3[CH:14]=[CH:15][C:16]([C:18]#[C:19][CH2:20][CH2:21]O)=[CH:17][C:12]=3[S:11][N:10]=2)=[CH:5][CH:4]=1.[CH3:25][NH:26][CH2:27][CH2:28][OH:29], predict the reaction product. The product is: [CH3:25][N:26]([CH2:21][CH2:20][C:19]#[C:18][C:16]1[CH:15]=[CH:14][C:13]2[C:9]([C:6]3[CH:7]=[CH:8][C:3]([C:2]([F:24])([F:1])[F:23])=[CH:4][CH:5]=3)=[N:10][S:11][C:12]=2[CH:17]=1)[CH2:27][CH2:28][OH:29]. (7) Given the reactants [CH2:1]([C@H:8]([NH:37][C:38](=[O:48])[O:39][C@@H:40]1[C@H:47]2[C@H:43]([O:44][CH2:45][CH2:46]2)[O:42][CH2:41]1)[C@H:9]([OH:36])[CH2:10][N:11]([O:30][CH:31]1[CH2:35][CH2:34][CH2:33][CH2:32]1)[S:12]([C:15]1[CH:20]=[CH:19][C:18](OCCN2CCOCC2)=[CH:17][CH:16]=1)(=[O:14])=[O:13])[C:2]1[CH:7]=[CH:6][CH:5]=[CH:4][CH:3]=1.[C:49]([O:52][CH2:53][CH3:54])(=O)[CH3:50], predict the reaction product. The product is: [CH2:1]([C@H:8]([NH:37][C:38](=[O:48])[O:39][C@@H:40]1[C@H:47]2[C@H:43]([O:44][CH2:45][CH2:46]2)[O:42][CH2:41]1)[C@H:9]([OH:36])[CH2:10][N:11]([O:30][CH:31]1[CH2:32][CH2:33][CH2:34][CH2:35]1)[S:12]([C:15]1[CH:16]=[CH:17][CH:18]=[C:19]([O:36][CH2:9][CH2:8][N:37]2[CH2:54][CH2:53][O:52][CH2:49][CH2:50]2)[CH:20]=1)(=[O:14])=[O:13])[C:2]1[CH:7]=[CH:6][CH:5]=[CH:4][CH:3]=1.